The task is: Predict the product of the given reaction.. This data is from Forward reaction prediction with 1.9M reactions from USPTO patents (1976-2016). (1) Given the reactants [CH:1]1[CH:6]=[CH:5][C:4]([NH:7][C:8]2[CH:13]=[CH:12][C:11](Br)=[CH:10][CH:9]=2)=[CH:3][CH:2]=1.[C:15]1([N:21]2[C:33]3[CH:32]=[CH:31][C:30](B(O)O)=[CH:29][C:28]=3[C:27]3[C:22]2=[CH:23][CH:24]=[CH:25][CH:26]=3)[CH:20]=[CH:19][CH:18]=[CH:17][CH:16]=1.C1(C)C=CC=CC=1P(C1C=CC=CC=1C)C1C=CC=CC=1C.C(=O)([O-])[O-].[K+].[K+].C(O)C1C(Cl)=C(Cl)C(Cl)=C(Cl)C=1Cl, predict the reaction product. The product is: [CH:1]1[CH:6]=[CH:5][C:4]([NH:7][C:8]2[CH:13]=[CH:12][C:11]([C:30]3[CH:31]=[CH:32][C:33]4[N:21]([C:15]5[CH:20]=[CH:19][CH:18]=[CH:17][CH:16]=5)[C:22]5[C:27]([C:28]=4[CH:29]=3)=[CH:26][CH:25]=[CH:24][CH:23]=5)=[CH:10][CH:9]=2)=[CH:3][CH:2]=1. (2) Given the reactants [C:1]([O:5][C:6]([C@@:8]1([CH2:23][CH2:24]COS(C2C=CC=CC=2)(=O)=O)[CH:12]([F:13])[C:11](=[O:14])[N:10]([C@@H:15]([C:17]2[CH:22]=[CH:21][CH:20]=[CH:19][CH:18]=2)[CH3:16])[CH2:9]1)=[O:7])([CH3:4])([CH3:3])[CH3:2].[CH3:36][Si](C)(C)[N-][Si](C)(C)C.[K+].[Cl-].[NH4+], predict the reaction product. The product is: [C:1]([O:5][C:6]([C@@:8]12[CH2:23][CH2:24][CH2:36][C@:12]1([F:13])[C:11](=[O:14])[N:10]([C@@H:15]([C:17]1[CH:18]=[CH:19][CH:20]=[CH:21][CH:22]=1)[CH3:16])[CH2:9]2)=[O:7])([CH3:4])([CH3:2])[CH3:3]. (3) Given the reactants [F:1][C:2]1[CH:7]=[CH:6][C:5]([CH:8]([C:12]2[CH:17]=[CH:16][C:15]([F:18])=[CH:14][CH:13]=2)[CH2:9][CH:10]=O)=[CH:4][CH:3]=1.[N:19]1[CH:24]=[CH:23][CH:22]=[CH:21][C:20]=1[CH2:25][CH2:26][NH2:27].[BH-](OC(C)=O)(OC(C)=O)OC(C)=O.[Na+], predict the reaction product. The product is: [F:1][C:2]1[CH:7]=[CH:6][C:5]([CH:8]([C:12]2[CH:17]=[CH:16][C:15]([F:18])=[CH:14][CH:13]=2)[CH2:9][CH2:10][NH:27][CH2:26][CH2:25][C:20]2[CH:21]=[CH:22][CH:23]=[CH:24][N:19]=2)=[CH:4][CH:3]=1. (4) Given the reactants [Cl:1][C:2]1[C:7]([Cl:8])=[CH:6][CH:5]=[CH:4][C:3]=1[N:9]1[C:13]([NH:14][CH2:15][C:16]2[CH:21]=[CH:20][CH:19]=[CH:18][C:17]=2SC)=[N:12][N:11]=[N:10]1.O[O:25][S:26]([O-:28])=O.[K+].[CH3:30]C(C)=O, predict the reaction product. The product is: [Cl:1][C:2]1[C:7]([Cl:8])=[CH:6][CH:5]=[CH:4][C:3]=1[N:9]1[C:13]([NH:14][CH2:15][C:16]2[CH:21]=[CH:20][CH:19]=[CH:18][C:17]=2[S:26]([CH3:30])(=[O:28])=[O:25])=[N:12][N:11]=[N:10]1. (5) Given the reactants [OH-].[Na+].[F:3][C:4]1[C:9]([F:10])=[C:8]([CH3:11])[CH:7]=[CH:6][C:5]=1[OH:12].S(OC)(O[CH3:17])(=O)=O, predict the reaction product. The product is: [F:3][C:4]1[C:9]([F:10])=[C:8]([CH3:11])[CH:7]=[CH:6][C:5]=1[O:12][CH3:17]. (6) Given the reactants [F:1][C:2]1[CH:10]=[CH:9][C:5]([C:6](Cl)=[O:7])=[CH:4][CH:3]=1.[Al+3].[Cl-].[Cl-].[Cl-].[Br:15][C:16]1[CH:17]=[C:18]([O:23][CH3:24])[CH:19]=[CH:20][C:21]=1[CH3:22], predict the reaction product. The product is: [Br:15][C:16]1[C:21]([CH3:22])=[CH:20][C:19]([C:6]([C:5]2[CH:9]=[CH:10][C:2]([F:1])=[CH:3][CH:4]=2)=[O:7])=[C:18]([O:23][CH3:24])[CH:17]=1. (7) The product is: [C:1]([O:14][C:11]([Br:10])([CH3:13])[CH3:12])(=[O:8])[C:2]1[CH:7]=[CH:6][CH:5]=[N:4][CH:3]=1. Given the reactants [C:1](Cl)(=[O:8])[C:2]1[CH:7]=[CH:6][CH:5]=[N:4][CH:3]=1.[Br:10][C:11]([OH:14])([CH3:13])[CH3:12].C(N(CC)CC)C, predict the reaction product.